From a dataset of Forward reaction prediction with 1.9M reactions from USPTO patents (1976-2016). Predict the product of the given reaction. (1) Given the reactants Cl[CH:2]([F:4])[F:3].[OH:5][C:6]1[CH:13]=[CH:12][CH:11]=[C:10]([F:14])[C:7]=1[C:8]#[N:9].[OH-].[Na+].C(=O)=O, predict the reaction product. The product is: [F:3][CH:2]([F:4])[O:5][C:6]1[CH:13]=[CH:12][CH:11]=[C:10]([F:14])[C:7]=1[C:8]#[N:9]. (2) Given the reactants Br[C:2]1[CH:11]=[C:10]2[C:5]([CH2:6][CH2:7][N:8]([C:12]3[CH:17]=[C:16]([N:18]4[CH2:23][CH2:22][N:21]([CH3:24])[CH2:20][CH2:19]4)[N:15]=[C:14]([NH2:25])[N:13]=3)[CH2:9]2)=[CH:4][CH:3]=1.Cl.[NH:27]1[CH2:32][CH2:31][CH:30]([C:33]2[CH:42]=[CH:41][C:36]([C:37]([O:39]C)=[O:38])=[CH:35][CH:34]=2)[CH2:29][CH2:28]1, predict the reaction product. The product is: [NH2:25][C:14]1[N:13]=[C:12]([N:8]2[CH2:7][CH2:6][C:5]3[C:10](=[CH:11][C:2]([N:27]4[CH2:32][CH2:31][CH:30]([C:33]5[CH:42]=[CH:41][C:36]([C:37]([OH:39])=[O:38])=[CH:35][CH:34]=5)[CH2:29][CH2:28]4)=[CH:3][CH:4]=3)[CH2:9]2)[CH:17]=[C:16]([N:18]2[CH2:23][CH2:22][N:21]([CH3:24])[CH2:20][CH2:19]2)[N:15]=1. (3) Given the reactants [NH2:1][CH2:2][CH2:3][CH2:4][N:5]1[CH2:10][CH2:9][N:8]([CH2:11][CH2:12][CH2:13][NH2:14])[CH2:7][CH2:6]1.[N+:15]([C:18]1[CH:25]=[CH:24][C:21]([CH:22]=O)=[CH:20][CH:19]=1)([O-:17])=[O:16].[BH4-].[Na+].[OH2:28], predict the reaction product. The product is: [N+:15]([C:18]1[CH:25]=[CH:24][C:21]([CH2:22][NH:14][CH2:13][CH2:12][CH2:11][N:8]2[CH2:7][CH2:6][N:5]([CH2:4][CH2:3][CH2:2][NH:1][CH2:22][C:21]3[CH:24]=[CH:25][C:18]([N+:15]([O-:16])=[O:28])=[CH:19][CH:20]=3)[CH2:10][CH2:9]2)=[CH:20][CH:19]=1)([O-:17])=[O:16].